From a dataset of NCI-60 drug combinations with 297,098 pairs across 59 cell lines. Regression. Given two drug SMILES strings and cell line genomic features, predict the synergy score measuring deviation from expected non-interaction effect. (1) Cell line: UO-31. Drug 2: C1=CC(=C2C(=C1NCCNCCO)C(=O)C3=C(C=CC(=C3C2=O)O)O)NCCNCCO. Synergy scores: CSS=52.1, Synergy_ZIP=6.58, Synergy_Bliss=8.73, Synergy_Loewe=13.6, Synergy_HSA=14.9. Drug 1: CN1CCC(CC1)COC2=C(C=C3C(=C2)N=CN=C3NC4=C(C=C(C=C4)Br)F)OC. (2) Drug 1: C1=CC(=C2C(=C1NCCNCCO)C(=O)C3=C(C=CC(=C3C2=O)O)O)NCCNCCO. Drug 2: C1=C(C(=O)NC(=O)N1)F. Synergy scores: CSS=44.8, Synergy_ZIP=-12.2, Synergy_Bliss=-9.70, Synergy_Loewe=-3.14, Synergy_HSA=-1.30. Cell line: T-47D. (3) Drug 1: COC1=NC(=NC2=C1N=CN2C3C(C(C(O3)CO)O)O)N. Drug 2: C(CC(=O)O)C(=O)CN.Cl. Cell line: MDA-MB-435. Synergy scores: CSS=6.45, Synergy_ZIP=-5.84, Synergy_Bliss=-6.25, Synergy_Loewe=-1.95, Synergy_HSA=-1.71.